Dataset: Catalyst prediction with 721,799 reactions and 888 catalyst types from USPTO. Task: Predict which catalyst facilitates the given reaction. (1) Reactant: [CH:1]1([CH2:4][O:5][C:6]2[CH:11]=[CH:10][C:9]([C:12]3[O:13][C:14]4[CH2:20][CH:19]([OH:21])[CH2:18][CH2:17][C:15]=4[N:16]=3)=[CH:8][C:7]=2[F:22])[CH2:3][CH2:2]1.Cl[CH2:24][C:25]([N:27]1[CH2:32][CH2:31][O:30][CH2:29][CH2:28]1)=[O:26].CC(C)([O-])C.[K+].[Cl-].[NH4+]. Product: [CH:1]1([CH2:4][O:5][C:6]2[CH:11]=[CH:10][C:9]([C:12]3[O:13][C:14]4[CH2:20][CH:19]([O:21][CH2:24][C:25]([N:27]5[CH2:32][CH2:31][O:30][CH2:29][CH2:28]5)=[O:26])[CH2:18][CH2:17][C:15]=4[N:16]=3)=[CH:8][C:7]=2[F:22])[CH2:2][CH2:3]1. The catalyst class is: 1. (2) Reactant: Cl.[C:2]([NH:6][NH2:7])([CH3:5])([CH3:4])[CH3:3].C(N(CC)CC)C.[CH3:15][O:16][CH:17]=[CH:18][C:19](Cl)=[O:20]. Product: [C:2]([NH:6][NH:7][C:19](=[O:20])[CH:18]=[CH:17][O:16][CH3:15])([CH3:5])([CH3:4])[CH3:3]. The catalyst class is: 6.